This data is from Forward reaction prediction with 1.9M reactions from USPTO patents (1976-2016). The task is: Predict the product of the given reaction. (1) Given the reactants [CH3:1][C:2]([C@@H:13]1[CH2:18][CH2:17][O:16][C:15]([CH3:20])([CH3:19])[O:14]1)([CH3:12])[CH2:3][O:4]CC1C=CC=CC=1.[H][H], predict the reaction product. The product is: [CH3:12][C:2]([C@@H:13]1[CH2:18][CH2:17][O:16][C:15]([CH3:20])([CH3:19])[O:14]1)([CH3:1])[CH2:3][OH:4]. (2) Given the reactants Br[CH2:2][CH3:3].C(=O)([O-])[O-].[K+].[K+].[C:10]1([N:16]2[C:24](=[O:25])[C:23]3[C@@H:22]4[C:26]([CH3:28])([CH3:27])[C@@:19]([CH3:29])([CH2:20][CH2:21]4)[C:18]=3[NH:17]2)[CH:15]=[CH:14][CH:13]=[CH:12][CH:11]=1, predict the reaction product. The product is: [CH2:2]([N:17]1[C:18]2[C@@:19]3([CH3:29])[C:26]([CH3:28])([CH3:27])[C@H:22]([CH2:21][CH2:20]3)[C:23]=2[C:24](=[O:25])[N:16]1[C:10]1[CH:11]=[CH:12][CH:13]=[CH:14][CH:15]=1)[CH3:3]. (3) Given the reactants C(N(CC)CC)C.[N:8]([C:11]1[CH:18]=[CH:17][C:14]([C:15]#[N:16])=[C:13]([C:19]([F:22])([F:21])[F:20])[CH:12]=1)=[C:9]=[S:10].[NH2:23][C:24]1([C:29]#[N:30])[CH2:28][CH2:27][CH2:26][CH2:25]1.ClCCl.CC(C)=O, predict the reaction product. The product is: [NH:30]=[C:29]1[C:24]2([CH2:28][CH2:27][CH2:26][CH2:25]2)[NH:23][C:9](=[S:10])[N:8]1[C:11]1[CH:18]=[CH:17][C:14]([C:15]#[N:16])=[C:13]([C:19]([F:20])([F:22])[F:21])[CH:12]=1.